Dataset: Full USPTO retrosynthesis dataset with 1.9M reactions from patents (1976-2016). Task: Predict the reactants needed to synthesize the given product. (1) Given the product [O:15]=[C:13]([C:9]1[N:8]=[C:7]([N:1]2[CH2:6][CH2:5][CH2:4][CH2:3][CH2:2]2)[CH:12]=[CH:11][N:10]=1)[CH2:14][C:20]([O:19][CH3:18])=[O:21], predict the reactants needed to synthesize it. The reactants are: [N:1]1([C:7]2[CH:12]=[CH:11][N:10]=[C:9]([C:13](=[O:15])[CH3:14])[N:8]=2)[CH2:6][CH2:5][CH2:4][CH2:3][CH2:2]1.[H-].[Na+].[CH3:18][O:19][C:20](=O)[O:21]C. (2) Given the product [ClH:31].[Cl:32][C:27]1[CH:26]=[C:25]([S:24]([C:21]2[CH:22]=[C:23]3[C:18]([CH:17]=[CH:16][N:15]=[C:14]3[N:11]3[CH2:12][CH2:13][NH:8][CH2:9][CH2:10]3)=[CH:19][CH:20]=2)(=[O:38])=[O:42])[CH:30]=[CH:29][C:28]=1[Cl:31], predict the reactants needed to synthesize it. The reactants are: C(OC([N:8]1[CH2:13][CH2:12][N:11]([C:14]2[C:23]3[C:18](=[CH:19][CH:20]=[C:21]([S:24][C:25]4[CH:30]=[CH:29][C:28]([Cl:31])=[C:27]([Cl:32])[CH:26]=4)[CH:22]=3)[CH:17]=[CH:16][N:15]=2)[CH2:10][CH2:9]1)=O)(C)(C)C.OO.FC(F)(F)C(O)=[O:38].[OH-:42].[Na+].